Task: Regression. Given a peptide amino acid sequence and an MHC pseudo amino acid sequence, predict their binding affinity value. This is MHC class I binding data.. Dataset: Peptide-MHC class I binding affinity with 185,985 pairs from IEDB/IMGT (1) The peptide sequence is LTIVFVPEV. The MHC is HLA-A80:01 with pseudo-sequence HLA-A80:01. The binding affinity (normalized) is 0.0847. (2) The peptide sequence is YVIKVSARV. The MHC is HLA-B14:02 with pseudo-sequence HLA-B14:02. The binding affinity (normalized) is 0.